This data is from Forward reaction prediction with 1.9M reactions from USPTO patents (1976-2016). The task is: Predict the product of the given reaction. (1) Given the reactants [CH3:1][NH2:2].C1COCC1.Br[CH2:9][C:10]1[CH:17]=[CH:16][C:13]([C:14]#[N:15])=[CH:12][C:11]=1[Cl:18].[CH3:19][C:20]([O:23][C:24]([O:26]C(OC(C)(C)C)=O)=O)([CH3:22])[CH3:21], predict the reaction product. The product is: [C:20]([O:23][C:24](=[O:26])[NH:2][CH2:1][CH2:9][C:10]1[CH:17]=[CH:16][C:13]([C:14]#[N:15])=[CH:12][C:11]=1[Cl:18])([CH3:22])([CH3:21])[CH3:19]. (2) Given the reactants [Cl:1][C:2]1[CH:3]=[C:4]2[C:9](=[CH:10][CH:11]=1)[CH:8]=[C:7]([S:12]([NH:15][C@H:16]1[CH2:20][CH2:19][N:18]([C@@H:21]([CH3:29])[C:22]([O:24][C:25]([CH3:28])([CH3:27])[CH3:26])=[O:23])[C:17]1=[O:30])(=[O:14])=[O:13])[CH:6]=[CH:5]2.C[Si]([N-][Si](C)(C)C)(C)C.[Li+].Br[CH2:42][C:43](=[O:46])[CH2:44][CH3:45].CO, predict the reaction product. The product is: [Cl:1][C:2]1[CH:3]=[C:4]2[C:9](=[CH:10][CH:11]=1)[CH:8]=[C:7]([S:12]([N:15]([CH2:42][C:43](=[O:46])[CH2:44][CH3:45])[C@H:16]1[CH2:20][CH2:19][N:18]([C@@H:21]([CH3:29])[C:22]([O:24][C:25]([CH3:26])([CH3:28])[CH3:27])=[O:23])[C:17]1=[O:30])(=[O:13])=[O:14])[CH:6]=[CH:5]2. (3) The product is: [N+:32]([C:35]1[CH:40]=[CH:39][C:38]([C:22]2[S:21][CH:25]=[CH:24][N:23]=2)=[CH:37][CH:36]=1)([O-:34])=[O:33]. Given the reactants C1C=CC(=O)/C(=C/NCCN/C=C2/C=CC=CC/2=O)/C=1.[S:21]1[CH:25]=[CH:24][N:23]=[CH:22]1.C([O-])([O-])=O.[Cs+].[Cs+].[N+:32]([C:35]1[CH:40]=[CH:39][C:38](I)=[CH:37][CH:36]=1)([O-:34])=[O:33], predict the reaction product. (4) Given the reactants [C:1]([C:5]1[CH:6]=[C:7]([OH:13])[CH:8]=[CH:9][C:10]=1[O:11][CH3:12])([CH3:4])([CH3:3])[CH3:2].N1C=CC=CC=1.[C:20](Cl)(=[O:22])[CH3:21], predict the reaction product. The product is: [C:1]([C:5]1[C:10]([O:11][CH3:12])=[CH:9][C:8]([C:20](=[O:22])[CH3:21])=[C:7]([OH:13])[CH:6]=1)([CH3:4])([CH3:2])[CH3:3]. (5) Given the reactants [C:1]([C:3]1[CH:8]=[CH:7][C:6]([C:9]2[CH:10]=[N:11][N:12]([C:15]3[CH:23]=[CH:22][C:18]([C:19]([OH:21])=O)=[CH:17][N:16]=3)[C:13]=2[OH:14])=[C:5]([O:24][CH3:25])[CH:4]=1)#[N:2].[CH3:26][O:27][CH2:28][CH2:29][C:30]1([NH2:33])[CH2:32][CH2:31]1, predict the reaction product. The product is: [C:1]([C:3]1[CH:8]=[CH:7][C:6]([C:9]2[CH:10]=[N:11][N:12]([C:15]3[CH:23]=[CH:22][C:18]([C:19]([NH:33][C:30]4([CH2:29][CH2:28][O:27][CH3:26])[CH2:32][CH2:31]4)=[O:21])=[CH:17][N:16]=3)[C:13]=2[OH:14])=[C:5]([O:24][CH3:25])[CH:4]=1)#[N:2]. (6) Given the reactants [C:1]([CH:4](OS(C1C=CC(C)=CC=1)(=O)=O)[C:5]1[CH:10]=[CH:9][CH:8]=[CH:7][CH:6]=1)(=[O:3])[NH2:2].[CH3:22][O:23][C:24]1[CH:25]=[C:26]2[C:31](=[CH:32][C:33]=1[O:34][CH3:35])[C@H:30]([CH2:36][CH2:37][C:38]1[CH:43]=[C:42]([F:44])[C:41]([F:45])=[C:40]([F:46])[CH:39]=1)[NH:29][CH2:28][CH2:27]2, predict the reaction product. The product is: [CH3:22][O:23][C:24]1[CH:25]=[C:26]2[C:31](=[CH:32][C:33]=1[O:34][CH3:35])[C@H:30]([CH2:36][CH2:37][C:38]1[CH:39]=[C:40]([F:46])[C:41]([F:45])=[C:42]([F:44])[CH:43]=1)[N:29]([C@H:4]([C:5]1[CH:6]=[CH:7][CH:8]=[CH:9][CH:10]=1)[C:1]([NH2:2])=[O:3])[CH2:28][CH2:27]2. (7) Given the reactants [Cl:1][C:2]1[CH:7]=[C:6]([Cl:8])[CH:5]=[C:4]([Cl:9])[C:3]=1[S:10]([N:13]([CH2:15][O:16][CH2:17][CH2:18][CH2:19][OH:20])[CH3:14])(=[O:12])=[O:11].C(OI(C1C=CC=CC=1)OC(=O)C)(=[O:23])C.Cl.CCOC(C)=O, predict the reaction product. The product is: [Cl:1][C:2]1[CH:7]=[C:6]([Cl:8])[CH:5]=[C:4]([Cl:9])[C:3]=1[S:10]([N:13]([CH2:15][O:16][CH2:17][CH2:18][C:19]([OH:23])=[O:20])[CH3:14])(=[O:11])=[O:12].